This data is from NCI-60 drug combinations with 297,098 pairs across 59 cell lines. The task is: Regression. Given two drug SMILES strings and cell line genomic features, predict the synergy score measuring deviation from expected non-interaction effect. (1) Drug 1: CCN(CC)CCNC(=O)C1=C(NC(=C1C)C=C2C3=C(C=CC(=C3)F)NC2=O)C. Drug 2: CC1C(C(CC(O1)OC2CC(OC(C2O)C)OC3=CC4=CC5=C(C(=O)C(C(C5)C(C(=O)C(C(C)O)O)OC)OC6CC(C(C(O6)C)O)OC7CC(C(C(O7)C)O)OC8CC(C(C(O8)C)O)(C)O)C(=C4C(=C3C)O)O)O)O. Cell line: NCI/ADR-RES. Synergy scores: CSS=4.70, Synergy_ZIP=-0.965, Synergy_Bliss=2.35, Synergy_Loewe=-2.34, Synergy_HSA=-0.964. (2) Drug 1: C1C(C(OC1N2C=NC(=NC2=O)N)CO)O. Drug 2: CC1CCCC2(C(O2)CC(NC(=O)CC(C(C(=O)C(C1O)C)(C)C)O)C(=CC3=CSC(=N3)C)C)C. Cell line: 786-0. Synergy scores: CSS=33.5, Synergy_ZIP=-0.774, Synergy_Bliss=-0.0265, Synergy_Loewe=-16.3, Synergy_HSA=-0.368. (3) Drug 1: C1=CC(=CC=C1CCC2=CNC3=C2C(=O)NC(=N3)N)C(=O)NC(CCC(=O)O)C(=O)O. Drug 2: C1C(C(OC1N2C=NC(=NC2=O)N)CO)O. Cell line: HCT116. Synergy scores: CSS=59.7, Synergy_ZIP=1.41, Synergy_Bliss=0.363, Synergy_Loewe=4.51, Synergy_HSA=5.47. (4) Drug 1: C1=CC(=C2C(=C1NCCNCCO)C(=O)C3=C(C=CC(=C3C2=O)O)O)NCCNCCO. Drug 2: C(CN)CNCCSP(=O)(O)O. Cell line: UO-31. Synergy scores: CSS=25.2, Synergy_ZIP=-2.17, Synergy_Bliss=1.69, Synergy_Loewe=-55.2, Synergy_HSA=2.56.